The task is: Predict which catalyst facilitates the given reaction.. This data is from Catalyst prediction with 721,799 reactions and 888 catalyst types from USPTO. (1) Reactant: [C:1]([C@H:3]1[O:8][C:7]([CH3:10])([CH3:9])[O:6][C@@H:5]([CH2:11][C:12]([OH:14])=[O:13])[CH2:4]1)#[CH:2].I[CH2:16][CH3:17].N12CCCN=C1CCCCC2. Product: [C:1]([C@H:3]1[O:8][C:7]([CH3:10])([CH3:9])[O:6][C@@H:5]([CH2:11][C:12]([O:14][CH2:16][CH3:17])=[O:13])[CH2:4]1)#[CH:2]. The catalyst class is: 10. (2) Reactant: [CH3:1][O:2][C:3](=[O:12])[C:4]1[CH:9]=[CH:8][C:7]([Br:10])=[CH:6][C:5]=1[OH:11].[CH3:13][N:14]([CH3:18])[C:15](Cl)=[S:16].C1N2CCN(CC2)C1.Cl. Product: [CH3:1][O:2][C:3](=[O:12])[C:4]1[CH:9]=[CH:8][C:7]([Br:10])=[CH:6][C:5]=1[O:11][C:15](=[S:16])[N:14]([CH3:18])[CH3:13]. The catalyst class is: 18. (3) Reactant: [OH-].[K+].[CH3:3][C:4]1[CH:12]=[CH:11][C:10]([CH3:13])=[C:9]2[C:5]=1[CH2:6][CH2:7][C:8]2=O.O.NN.CC1(C)CC2C(=CC=CC=2)C1=O. Product: [CH3:13][C:10]1[CH:11]=[CH:12][C:4]([CH3:3])=[C:5]2[C:9]=1[CH2:8][CH2:7][CH2:6]2. The catalyst class is: 746. (4) Reactant: [CH3:1][C:2]1[CH:7]=[C:6]([CH3:8])[CH:5]=[C:4]([CH3:9])[C:3]=1[S:10][C:11]1[N:15]=[CH:14][NH:13][N:12]=1.C(=O)([O-])[O-].[K+].[K+].[CH3:22][N:23]([CH3:27])[C:24](Cl)=[O:25]. Product: [CH3:9][C:4]1[CH:5]=[C:6]([CH3:8])[CH:7]=[C:2]([CH3:1])[C:3]=1[S:10][C:11]1[N:15]=[CH:14][N:13]([C:24](=[O:25])[N:23]([CH3:27])[CH3:22])[N:12]=1. The catalyst class is: 9. (5) Reactant: C1C2C(COC([NH:18][C@@H:19]([CH2:42][S:43][CH2:44][C@H:45]([O:61][C:62](=[O:74])[CH2:63][CH2:64][CH2:65][CH2:66][CH2:67][CH2:68][CH2:69][CH2:70][CH2:71][CH2:72][CH3:73])[CH2:46][O:47][C:48](=[O:60])[CH2:49][CH2:50][CH2:51][CH2:52][CH2:53][CH2:54][CH2:55][CH2:56][CH2:57][CH2:58][CH3:59])[C:20](=[O:41])[NH:21][CH2:22][CH2:23][O:24][CH2:25][CH2:26][O:27][CH2:28][CH2:29][C:30]([P:33](=[O:40])([O:37][CH2:38][CH3:39])[O:34][CH2:35][CH3:36])([F:32])[F:31])=O)C3C(=CC=CC=3)C=2C=CC=1.N1CCCCC1.C1(C)C=CC=CC=1. Product: [NH2:18][C@@H:19]([CH2:42][S:43][CH2:44][C@H:45]([O:61][C:62](=[O:74])[CH2:63][CH2:64][CH2:65][CH2:66][CH2:67][CH2:68][CH2:69][CH2:70][CH2:71][CH2:72][CH3:73])[CH2:46][O:47][C:48](=[O:60])[CH2:49][CH2:50][CH2:51][CH2:52][CH2:53][CH2:54][CH2:55][CH2:56][CH2:57][CH2:58][CH3:59])[C:20](=[O:41])[NH:21][CH2:22][CH2:23][O:24][CH2:25][CH2:26][O:27][CH2:28][CH2:29][C:30]([P:33](=[O:40])([O:37][CH2:38][CH3:39])[O:34][CH2:35][CH3:36])([F:32])[F:31]. The catalyst class is: 10.